Predict the product of the given reaction. From a dataset of Forward reaction prediction with 1.9M reactions from USPTO patents (1976-2016). (1) The product is: [CH3:9][N:6]1[CH2:7][CH2:8][CH:3]([C:2]([Cl:1])=[O:24])[CH2:4][CH2:5]1. Given the reactants [Cl:1][CH:2](C1C=CC(Cl)=CC=1)[CH:3]1[CH2:8][CH2:7][N:6]([CH3:9])[CH2:5][CH2:4]1.N1CCNCC1.C([O-])([O-])=[O:24].[K+].[K+], predict the reaction product. (2) Given the reactants [F:1][C:2]1([F:14])[C:11]2[C:6](=[CH:7][CH:8]=[C:9]([F:12])[CH:10]=2)[C:5](=O)[CH2:4][CH2:3]1.[CH3:15][C:16]([CH3:18])=O.FC1(F)C2C(=CC=C(F)C=2)CCC1.[Mn]([O-])(=O)(=O)=[O:33].[K+], predict the reaction product. The product is: [F:1][C:2]1([F:14])[C:11]2[C:6](=[CH:7][CH:8]=[C:9]([F:12])[CH:10]=2)[C@H:5]([CH:16]([CH3:18])[CH3:15])[C:4](=[O:33])[CH2:3]1. (3) Given the reactants [CH3:1][C:2](C)([O-])C.[K+].[Cl:7][C:8]1[C:16]2[N:15]=[C:14]3[N:17]([C:21]4[CH:26]=[CH:25][C:24]([Cl:27])=[CH:23][C:22]=4[Cl:28])[CH2:18][CH2:19][CH2:20][N:13]3[C:12]=2[C:11]([CH2:29][C:30]#[N:31])=[CH:10][CH:9]=1.C(I)C, predict the reaction product. The product is: [Cl:7][C:8]1[C:16]2[N:15]=[C:14]3[N:17]([C:21]4[CH:26]=[CH:25][C:24]([Cl:27])=[CH:23][C:22]=4[Cl:28])[CH2:18][CH2:19][CH2:20][N:13]3[C:12]=2[C:11]([CH:29]([CH2:1][CH3:2])[C:30]#[N:31])=[CH:10][CH:9]=1.